Dataset: Full USPTO retrosynthesis dataset with 1.9M reactions from patents (1976-2016). Task: Predict the reactants needed to synthesize the given product. Given the product [C:12]([Si:16]([CH3:34])([CH3:33])[O:17][C@H:18]1[CH2:26][CH2:25][CH2:24][C@:23]2([CH3:27])[C@H:19]1[CH2:20][CH:21]=[C:22]2[C:28]1([CH:31]=[O:32])[CH2:29][CH2:30]1)([CH3:15])([CH3:14])[CH3:13], predict the reactants needed to synthesize it. The reactants are: [Cr](Cl)([O-])(=O)=O.[NH+]1C=CC=CC=1.[C:12]([Si:16]([CH3:34])([CH3:33])[O:17][C@H:18]1[CH2:26][CH2:25][CH2:24][C@:23]2([CH3:27])[C@H:19]1[CH2:20][CH:21]=[C:22]2[C:28]1([CH2:31][OH:32])[CH2:30][CH2:29]1)([CH3:15])([CH3:14])[CH3:13].